Dataset: Reaction yield outcomes from USPTO patents with 853,638 reactions. Task: Predict the reaction yield, written as a fraction of the theoretical maximum amount of product (1.0 means a 100% yield; for example, 0.34 means a 34% yield). The reactants are [C:1]([C:4]1([C:7]2[CH:38]=[CH:37][CH:36]=[CH:35][C:8]=2[CH2:9][CH2:10][C:11]2[C:16]([Cl:17])=[CH:15][N:14]=[C:13]([NH:18][C:19]3[CH:24]=[CH:23][C:22]([CH:25]([NH:27]C(=O)OC(C)(C)C)[CH3:26])=[CH:21][CH:20]=3)[N:12]=2)[CH2:6][CH2:5]1)(=[O:3])[NH2:2].FC(F)(F)C(O)=O. The catalyst is C(Cl)Cl. The product is [NH2:27][CH:25]([C:22]1[CH:21]=[CH:20][C:19]([NH:18][C:13]2[N:12]=[C:11]([CH2:10][CH2:9][C:8]3[CH:35]=[CH:36][CH:37]=[CH:38][C:7]=3[C:4]3([C:1]([NH2:2])=[O:3])[CH2:5][CH2:6]3)[C:16]([Cl:17])=[CH:15][N:14]=2)=[CH:24][CH:23]=1)[CH3:26]. The yield is 0.920.